From a dataset of TCR-epitope binding with 47,182 pairs between 192 epitopes and 23,139 TCRs. Binary Classification. Given a T-cell receptor sequence (or CDR3 region) and an epitope sequence, predict whether binding occurs between them. (1) The epitope is ISDYDYYRY. The TCR CDR3 sequence is CASSQGQTNEKLFF. Result: 0 (the TCR does not bind to the epitope). (2) The epitope is KEIDRLNEV. The TCR CDR3 sequence is CASSLTFPVTGELFF. Result: 0 (the TCR does not bind to the epitope).